This data is from Forward reaction prediction with 1.9M reactions from USPTO patents (1976-2016). The task is: Predict the product of the given reaction. (1) The product is: [F:34][C:2]1([F:1])[O:6][C:5]2[CH:7]=[CH:8][C:9]([C:11]3([C:14]([NH:16][CH:17]4[C:26]5[C:21](=[CH:22][C:23]([O:27][CH3:28])=[CH:24][CH:25]=5)[O:20][CH:19]([C:29]([OH:31])=[O:30])[CH2:18]4)=[O:15])[CH2:13][CH2:12]3)=[CH:10][C:4]=2[O:3]1. Given the reactants [F:1][C:2]1([F:34])[O:6][C:5]2[CH:7]=[CH:8][C:9]([C:11]3([C:14]([NH:16][CH:17]4[C:26]5[C:21](=[CH:22][C:23]([O:27][CH3:28])=[CH:24][CH:25]=5)[O:20][CH:19]([C:29]([O:31]CC)=[O:30])[CH2:18]4)=[O:15])[CH2:13][CH2:12]3)=[CH:10][C:4]=2[O:3]1.FC1(F)OC2C=CC(C3(C(NC4C5C(=CC=CC=5)OC(C5CC(C(OCC)=O)C5)C4)=O)CC3)=CC=2O1, predict the reaction product. (2) The product is: [CH3:31][C:30]1[CH:29]=[CH:28][C:27]([NH:32][C:33](=[O:45])[C:34]2[CH:39]=[CH:38][CH:37]=[C:36]([N:40]3[CH2:41][CH2:42][CH2:43][CH2:44]3)[CH:35]=2)=[CH:26][C:25]=1[NH:24][C:18](=[O:19])[C:17]1[CH:21]=[CH:22][CH:23]=[C:15]([O:14][CH:11]2[CH2:10][CH2:9][N:8]([C:6]([O:5][C:1]([CH3:2])([CH3:3])[CH3:4])=[O:7])[CH2:13][CH2:12]2)[CH:16]=1. Given the reactants [C:1]([O:5][C:6]([N:8]1[CH2:13][CH2:12][CH:11]([O:14][C:15]2[CH:16]=[C:17]([CH:21]=[CH:22][CH:23]=2)[C:18](O)=[O:19])[CH2:10][CH2:9]1)=[O:7])([CH3:4])([CH3:3])[CH3:2].[NH2:24][C:25]1[CH:26]=[C:27]([NH:32][C:33](=[O:45])[C:34]2[CH:39]=[CH:38][CH:37]=[C:36]([N:40]3[CH2:44][CH2:43][CH2:42][CH2:41]3)[CH:35]=2)[CH:28]=[CH:29][C:30]=1[CH3:31], predict the reaction product. (3) Given the reactants [NH2:1][C:2]1[CH:3]=[C:4]([CH:10]=[C:11]([Br:13])[CH:12]=1)[C:5]([O:7][CH2:8]C)=[O:6].[C:14]1(=O)[CH2:18][CH2:17][CH2:16][CH2:15]1.C(O)(=O)C.C([BH3-])#N.[Na+], predict the reaction product. The product is: [Br:13][C:11]1[CH:10]=[C:4]([CH:3]=[C:2]([NH:1][CH:14]2[CH2:18][CH2:17][CH2:16][CH2:15]2)[CH:12]=1)[C:5]([O:7][CH3:8])=[O:6]. (4) Given the reactants [Cl:1][CH:2]([CH3:6])[C:3](Cl)=[O:4].Cl.[CH2:8]([O:15][NH2:16])[C:9]1[CH:14]=[CH:13][CH:12]=[CH:11][CH:10]=1, predict the reaction product. The product is: [Cl:1][CH:2]([CH3:6])[C:3]([NH:16][O:15][CH2:8][C:9]1[CH:14]=[CH:13][CH:12]=[CH:11][CH:10]=1)=[O:4]. (5) Given the reactants [CH2:1]([O:8][N:9]1[C:15](=[O:16])[N:14]2[CH2:17][C@H:10]1[CH2:11][CH2:12][C@H:13]2[C:18]([O:20]N1C(=O)[C@H]2[C@H]([C@@H]3C[C@H]2C=C3)C1=O)=O)[C:2]1[CH:7]=[CH:6][CH:5]=[CH:4][CH:3]=1.[NH2:33][O:34][CH2:35][CH:36]1[CH2:39][N:38]([C:40]([O:42][C:43]([CH3:46])([CH3:45])[CH3:44])=[O:41])[CH2:37]1, predict the reaction product. The product is: [CH2:1]([O:8][N:9]1[C:15](=[O:16])[N:14]2[CH2:17][C@H:10]1[CH2:11][CH2:12][C@H:13]2[C:18]([NH:33][O:34][CH2:35][CH:36]1[CH2:39][N:38]([C:40]([O:42][C:43]([CH3:46])([CH3:45])[CH3:44])=[O:41])[CH2:37]1)=[O:20])[C:2]1[CH:3]=[CH:4][CH:5]=[CH:6][CH:7]=1. (6) Given the reactants [NH2:1][C:2]1([C:30]([NH2:32])=[O:31])[CH2:5][N:4]([C:6]2[N:11]3[N:12]=[C:13]([C:22]4[CH:27]=[CH:26][CH:25]=[CH:24][C:23]=4[Cl:28])[C:14]([C:15]4[CH:20]=[CH:19][C:18]([Cl:21])=[CH:17][CH:16]=4)=[C:10]3[N:9]=[C:8]([CH3:29])[N:7]=2)[CH2:3]1.CO[C:35](OC)([CH3:37])[CH3:36], predict the reaction product. The product is: [Cl:28][C:23]1[CH:24]=[CH:25][CH:26]=[CH:27][C:22]=1[C:13]1[C:14]([C:15]2[CH:16]=[CH:17][C:18]([Cl:21])=[CH:19][CH:20]=2)=[C:10]2[N:9]=[C:8]([CH3:29])[N:7]=[C:6]([N:4]3[CH2:3][C:2]4([C:30](=[O:31])[NH:32][C:35]([CH3:37])([CH3:36])[NH:1]4)[CH2:5]3)[N:11]2[N:12]=1. (7) Given the reactants [CH3:1][CH:2]1[CH2:7][CH2:6][CH2:5][CH2:4][CH:3]1[NH:8][C:9]1[C:10]2[N:11]([CH:17]=[CH:18][CH:19]=2)[N:12]=[CH:13][C:14]=1[C:15]#[N:16].[NH4+].[OH-:21].OO, predict the reaction product. The product is: [CH3:1][CH:2]1[CH2:7][CH2:6][CH2:5][CH2:4][CH:3]1[NH:8][C:9]1[C:10]2[N:11]([CH:17]=[CH:18][CH:19]=2)[N:12]=[CH:13][C:14]=1[C:15]([NH2:16])=[O:21]. (8) Given the reactants [CH2:1]1[C:9]2[C:4](=[CH:5][CH:6]=[CH:7][CH:8]=2)[CH2:3][CH:2]1[N:10]1[C:14]([C:15]2[CH:20]=[CH:19][CH:18]=[CH:17][CH:16]=2)=[C:13]([C:21]([N:23]2[CH2:28][CH2:27][NH:26][CH2:25][C@H:24]2[C:29](=[O:33])[CH:30]([CH3:32])[CH3:31])=[O:22])[N:12]=[CH:11]1.C(N(CC)C(C)C)(C)C.[C:43](O[C:43]([O:45][C:46]([CH3:49])([CH3:48])[CH3:47])=[O:44])([O:45][C:46]([CH3:49])([CH3:48])[CH3:47])=[O:44].O, predict the reaction product. The product is: [CH2:1]1[C:9]2[C:4](=[CH:5][CH:6]=[CH:7][CH:8]=2)[CH2:3][CH:2]1[N:10]1[C:14]([C:15]2[CH:16]=[CH:17][CH:18]=[CH:19][CH:20]=2)=[C:13]([C:21]([N:23]2[CH2:28][CH2:27][N:26]([C:43]([O:45][C:46]([CH3:49])([CH3:48])[CH3:47])=[O:44])[CH2:25][C@H:24]2[C:29](=[O:33])[CH:30]([CH3:31])[CH3:32])=[O:22])[N:12]=[CH:11]1. (9) Given the reactants [F:1][C:2]1[CH:3]=[C:4]([C:19]2[CH:24]=[CH:23][C:22]([C:25]([O:27]C)=[O:26])=[CH:21][CH:20]=2)[CH:5]=[CH:6][C:7]=1[NH:8][C:9]1[S:10][C:11]2[CH:17]=[C:16]([F:18])[CH:15]=[CH:14][C:12]=2[N:13]=1.CO.[Li+].[OH-].Cl, predict the reaction product. The product is: [F:1][C:2]1[CH:3]=[C:4]([C:19]2[CH:24]=[CH:23][C:22]([C:25]([OH:27])=[O:26])=[CH:21][CH:20]=2)[CH:5]=[CH:6][C:7]=1[NH:8][C:9]1[S:10][C:11]2[CH:17]=[C:16]([F:18])[CH:15]=[CH:14][C:12]=2[N:13]=1. (10) Given the reactants [CH3:1][O:2][C:3]1[CH:4]=[C:5]([CH2:9][CH2:10][NH2:11])[CH:6]=[CH:7][CH:8]=1.[CH2:12](N(CC)CC)[CH3:13].C(Cl)(=O)C.P(Cl)(Cl)(Cl)=O.[OH-].[Na+], predict the reaction product. The product is: [CH3:1][O:2][C:3]1[CH:4]=[C:5]2[C:6](=[CH:7][CH:8]=1)[C:12]([CH3:13])=[N:11][CH2:10][CH2:9]2.